This data is from NCI-60 drug combinations with 297,098 pairs across 59 cell lines. The task is: Regression. Given two drug SMILES strings and cell line genomic features, predict the synergy score measuring deviation from expected non-interaction effect. (1) Drug 1: CC12CCC(CC1=CCC3C2CCC4(C3CC=C4C5=CN=CC=C5)C)O. Drug 2: C1=NC(=NC(=O)N1C2C(C(C(O2)CO)O)O)N. Synergy scores: CSS=1.60, Synergy_ZIP=-0.572, Synergy_Bliss=0.862, Synergy_Loewe=-1.25, Synergy_HSA=-1.42. Cell line: A549. (2) Drug 2: C1CN(P(=O)(OC1)NCCCl)CCCl. Cell line: NCI-H226. Drug 1: C1CC(=O)NC(=O)C1N2C(=O)C3=CC=CC=C3C2=O. Synergy scores: CSS=-5.91, Synergy_ZIP=7.33, Synergy_Bliss=7.96, Synergy_Loewe=0.134, Synergy_HSA=-0.634. (3) Drug 1: CC1CCC2CC(C(=CC=CC=CC(CC(C(=O)C(C(C(=CC(C(=O)CC(OC(=O)C3CCCCN3C(=O)C(=O)C1(O2)O)C(C)CC4CCC(C(C4)OC)OCCO)C)C)O)OC)C)C)C)OC. Drug 2: CC1=C(N=C(N=C1N)C(CC(=O)N)NCC(C(=O)N)N)C(=O)NC(C(C2=CN=CN2)OC3C(C(C(C(O3)CO)O)O)OC4C(C(C(C(O4)CO)O)OC(=O)N)O)C(=O)NC(C)C(C(C)C(=O)NC(C(C)O)C(=O)NCCC5=NC(=CS5)C6=NC(=CS6)C(=O)NCCC[S+](C)C)O. Cell line: LOX IMVI. Synergy scores: CSS=51.9, Synergy_ZIP=-6.06, Synergy_Bliss=-4.73, Synergy_Loewe=-1.16, Synergy_HSA=1.02. (4) Drug 1: CC1=C(N=C(N=C1N)C(CC(=O)N)NCC(C(=O)N)N)C(=O)NC(C(C2=CN=CN2)OC3C(C(C(C(O3)CO)O)O)OC4C(C(C(C(O4)CO)O)OC(=O)N)O)C(=O)NC(C)C(C(C)C(=O)NC(C(C)O)C(=O)NCCC5=NC(=CS5)C6=NC(=CS6)C(=O)NCCC[S+](C)C)O. Drug 2: CN(CCCl)CCCl.Cl. Cell line: SF-539. Synergy scores: CSS=29.8, Synergy_ZIP=-0.463, Synergy_Bliss=1.94, Synergy_Loewe=-2.63, Synergy_HSA=3.65.